This data is from Experimentally validated miRNA-target interactions with 360,000+ pairs, plus equal number of negative samples. The task is: Binary Classification. Given a miRNA mature sequence and a target amino acid sequence, predict their likelihood of interaction. The miRNA is hsa-miR-135b-5p with sequence UAUGGCUUUUCAUUCCUAUGUGA. The protein sequence of the target gene is MRALTLLALLALAALCIAGQAGAKPSGAESSKGAAFVSKQEGSEVVKRPRRYLYQWLGAPVPYPDPLEPRREVCELNPDCDELADHIGFQEAYRRFYGPV. Result: 1 (interaction).